This data is from Catalyst prediction with 721,799 reactions and 888 catalyst types from USPTO. The task is: Predict which catalyst facilitates the given reaction. (1) Reactant: [F:1][C:2]1[CH:3]=[C:4]([C:12](=[O:14])[CH3:13])[CH:5]=[C:6]([C:8]([F:11])([F:10])[F:9])[CH:7]=1.[BH4-].[Na+]. Product: [F:1][C:2]1[CH:3]=[C:4]([CH:12]([OH:14])[CH3:13])[CH:5]=[C:6]([C:8]([F:10])([F:11])[F:9])[CH:7]=1. The catalyst class is: 5. (2) Reactant: Cl[C:2]1[C:3]([O:8][C@H:9]2[CH2:14][CH2:13][C@H:12]([N:15]([CH2:25][C:26]3[CH:31]=[CH:30][C:29]([O:32][CH3:33])=[CH:28][CH:27]=3)[CH2:16][C:17]3[CH:22]=[CH:21][C:20]([O:23][CH3:24])=[CH:19][CH:18]=3)[CH2:11][CH2:10]2)=[N:4][CH:5]=[CH:6][N:7]=1.[O:34]1[CH2:39][CH:38]=[C:37](B2OC(C)(C)C(C)(C)O2)[CH2:36][CH2:35]1.C(=O)([O-])[O-].[Na+].[Na+]. Product: [O:34]1[CH2:35][CH:36]=[C:37]([C:2]2[C:3]([O:8][C@H:9]3[CH2:14][CH2:13][C@H:12]([N:15]([CH2:25][C:26]4[CH:31]=[CH:30][C:29]([O:32][CH3:33])=[CH:28][CH:27]=4)[CH2:16][C:17]4[CH:22]=[CH:21][C:20]([O:23][CH3:24])=[CH:19][CH:18]=4)[CH2:11][CH2:10]3)=[N:4][CH:5]=[CH:6][N:7]=2)[CH2:38][CH2:39]1. The catalyst class is: 104. (3) Reactant: [Cl:1][C:2]1[N:7]=[C:6]([CH:8]=[O:9])[C:5]2[C:10]([I:32])=[N:11][N:12]([C:13]([C:26]3[CH:31]=[CH:30][CH:29]=[CH:28][CH:27]=3)([C:20]3[CH:25]=[CH:24][CH:23]=[CH:22][CH:21]=3)[C:14]3[CH:19]=[CH:18][CH:17]=[CH:16][CH:15]=3)[C:4]=2[CH:3]=1.[BH4-].[Na+]. Product: [Cl:1][C:2]1[N:7]=[C:6]([CH2:8][OH:9])[C:5]2[C:10]([I:32])=[N:11][N:12]([C:13]([C:14]3[CH:15]=[CH:16][CH:17]=[CH:18][CH:19]=3)([C:20]3[CH:21]=[CH:22][CH:23]=[CH:24][CH:25]=3)[C:26]3[CH:31]=[CH:30][CH:29]=[CH:28][CH:27]=3)[C:4]=2[CH:3]=1. The catalyst class is: 61. (4) Product: [NH2:33][C:23]1[CH:24]=[CH:25][C:20]([C:19]([NH:18][C:15]2[CH:14]=[CH:13][C:12]([CH2:11][CH2:10][N:8]3[CH2:7][CH2:6][C:5]4([CH2:31][CH2:32][N:3]([CH2:1][CH3:2])[CH2:4]4)[CH2:9]3)=[CH:17][CH:16]=2)=[O:30])=[CH:21][C:22]=1[N+:27]([O-:29])=[O:28]. The catalyst class is: 3. Reactant: [CH2:1]([N:3]1[CH2:32][CH2:31][C:5]2([CH2:9][N:8]([CH2:10][CH2:11][C:12]3[CH:17]=[CH:16][C:15]([NH:18][C:19](=[O:30])[C:20]4[CH:25]=[CH:24][C:23](F)=[C:22]([N+:27]([O-:29])=[O:28])[CH:21]=4)=[CH:14][CH:13]=3)[CH2:7][CH2:6]2)[CH2:4]1)[CH3:2].[NH3:33].